This data is from Full USPTO retrosynthesis dataset with 1.9M reactions from patents (1976-2016). The task is: Predict the reactants needed to synthesize the given product. (1) Given the product [CH2:18]([O:25][CH:8]1[CH2:9][C:10](=[O:3])[CH2:7]1)[C:19]1[CH:20]=[CH:21][CH:22]=[CH:23][CH:24]=1, predict the reactants needed to synthesize it. The reactants are: CS(CSC)=[O:3].[CH2:7]([Li])[CH2:8][CH2:9][CH3:10].BrCC(O[CH2:18][C:19]1[CH:24]=[CH:23][CH:22]=[CH:21][CH:20]=1)CBr.[OH2:25]. (2) Given the product [N+:1]([C:4]1[CH:9]=[CH:8][CH:7]=[CH:6][C:5]=1[NH:10][C@@H:11]([CH2:15][C:16]1[S:17][CH:18]=[CH:19][CH:20]=1)[C:12]([O:14][CH3:21])=[O:13])([O-:3])=[O:2], predict the reactants needed to synthesize it. The reactants are: [N+:1]([C:4]1[CH:9]=[CH:8][CH:7]=[CH:6][C:5]=1[NH:10][C@@H:11]([CH2:15][C:16]1[S:17][CH:18]=[CH:19][CH:20]=1)[C:12]([OH:14])=[O:13])([O-:3])=[O:2].[C:21](=O)([O-])[O-].[K+].[K+].CI. (3) The reactants are: [Li+].[Cl-].[CH:3]1[C:12]2[C:7](=[CH:8][CH:9]=[CH:10][CH:11]=2)[CH:6]=[CH:5][N:4]=1.[I:13]I. Given the product [I:13][C:3]1[C:12]2[C:7](=[CH:8][CH:9]=[CH:10][CH:11]=2)[CH:6]=[CH:5][N:4]=1, predict the reactants needed to synthesize it. (4) The reactants are: O=[CH:2][CH2:3][CH2:4][CH2:5][CH2:6][C:7]([O:9][CH2:10][CH3:11])=[O:8].[C:12]1([NH:18]N)[CH:17]=[CH:16][CH:15]=[CH:14][CH:13]=1. Given the product [NH:18]1[C:12]2[C:13](=[CH:14][CH:15]=[CH:16][CH:17]=2)[C:3]([CH2:4][CH2:5][CH2:6][C:7]([O:9][CH2:10][CH3:11])=[O:8])=[CH:2]1, predict the reactants needed to synthesize it. (5) Given the product [CH3:12][CH:11]([CH3:13])[CH2:10][C@H:5]([CH2:6][C:7](=[O:9])[NH:35][O:34][CH:29]1[CH2:30][CH2:31][CH2:32][CH2:33][O:28]1)[C:3]([O:2][CH3:1])=[O:4], predict the reactants needed to synthesize it. The reactants are: [CH3:1][O:2][C:3]([C@H:5]([CH2:10][CH:11]([CH3:13])[CH3:12])[CH2:6][C:7]([OH:9])=O)=[O:4].C(Cl)CCl.C1C=CC2N(O)N=NC=2C=1.[O:28]1[CH2:33][CH2:32][CH2:31][CH2:30][CH:29]1[O:34][NH2:35].CCN(CC)CC. (6) Given the product [CH3:21][CH:22]([CH3:26])[CH2:23][CH2:24][NH:25][C:9]([C:6]1[N:7]=[N:8][C:3]([Cl:19])=[CH:4][CH:5]=1)=[O:11], predict the reactants needed to synthesize it. The reactants are: O.O=[C:3]1[NH:8][N:7]=[C:6]([C:9]([OH:11])=O)[CH:5]=[CH:4]1.CN(C)C=O.S(Cl)([Cl:19])=O.[CH3:21][CH:22]([CH3:26])[CH2:23][CH2:24][NH2:25]. (7) The reactants are: [OH:1][CH2:2][C@H:3]1[O:7][C:6](=[O:8])[CH2:5][CH2:4]1.[S:9](Cl)([C:12]1[CH:18]=[CH:17][C:15]([CH3:16])=[CH:14][CH:13]=1)(=[O:11])=[O:10].CCOC(C)=O. Given the product [CH3:16][C:15]1[CH:17]=[CH:18][C:12]([S:9]([O:1][CH2:2][C@@H:3]2[CH2:4][CH2:5][C:6](=[O:8])[O:7]2)(=[O:11])=[O:10])=[CH:13][CH:14]=1, predict the reactants needed to synthesize it. (8) Given the product [NH2:1][C:2]1[N:10]=[C:9]2[C:5]([N:6]=[CH:7][N:8]2[C@@H:11]2[O:17][C@H:16]([CH2:18][OH:19])[C@@H:14]([OH:15])[C@H:12]2[O:13][CH2:41][CH2:40][CH2:39][CH2:38][CH2:37][CH2:36][CH2:35][CH2:34][CH2:33][CH2:32][CH2:31][CH2:30][CH2:29][CH2:28][CH2:27][CH2:26][CH2:25][CH3:24])=[C:4]([NH2:20])[N:3]=1, predict the reactants needed to synthesize it. The reactants are: [NH2:1][C:2]1[N:10]=[C:9]2[C:5]([N:6]=[CH:7][N:8]2[C@@H:11]2[O:17][C@H:16]([CH2:18][OH:19])[C@@H:14]([OH:15])[C@H:12]2[OH:13])=[C:4]([NH2:20])[N:3]=1.[H-].[Na+].I[CH2:24][CH2:25][CH2:26][CH2:27][CH2:28][CH2:29][CH2:30][CH2:31][CH2:32][CH2:33][CH2:34][CH2:35][CH2:36][CH2:37][CH2:38][CH2:39][CH2:40][CH3:41]. (9) Given the product [C:1]([C:5]1[CH:6]=[C:7]([C:15]2[NH:19][C:18]([C:20]([OH:22])=[O:21])=[CH:17][C:16]=2[CH2:24][CH:25]2[CH2:30][CH2:29][CH2:28][CH2:27][CH2:26]2)[CH:8]=[C:9]([C:11]2([CH3:14])[CH2:13][CH2:12]2)[CH:10]=1)([CH3:2])([CH3:3])[CH3:4], predict the reactants needed to synthesize it. The reactants are: [C:1]([C:5]1[CH:6]=[C:7]([C:15]2[NH:19][C:18]([C:20]([O:22]C)=[O:21])=[CH:17][C:16]=2[CH2:24][CH:25]2[CH2:30][CH2:29][CH2:28][CH2:27][CH2:26]2)[CH:8]=[C:9]([C:11]2([CH3:14])[CH2:13][CH2:12]2)[CH:10]=1)([CH3:4])([CH3:3])[CH3:2].[Li+].[OH-].Cl. (10) Given the product [F:39][CH:7]([F:6])[C:8]1[N:12]([C:13]2[N:18]=[C:17]([N:19]3[CH2:24][CH2:23][N:22]([S:2]([CH3:1])(=[O:4])=[O:3])[CH2:21][CH2:20]3)[N:16]=[C:15]([N:25]3[CH2:31][CH:30]4[O:32][CH:27]([CH2:28][CH2:29]4)[CH2:26]3)[N:14]=2)[C:11]2[CH:33]=[CH:34][CH:35]=[C:36]([O:37][CH3:38])[C:10]=2[N:9]=1, predict the reactants needed to synthesize it. The reactants are: [CH3:1][S:2](Cl)(=[O:4])=[O:3].[F:6][CH:7]([F:39])[C:8]1[N:12]([C:13]2[N:18]=[C:17]([N:19]3[CH2:24][CH2:23][NH:22][CH2:21][CH2:20]3)[N:16]=[C:15]([N:25]3[CH2:31][CH:30]4[O:32][CH:27]([CH2:28][CH2:29]4)[CH2:26]3)[N:14]=2)[C:11]2[CH:33]=[CH:34][CH:35]=[C:36]([O:37][CH3:38])[C:10]=2[N:9]=1.C([O-])([O-])=O.[K+].[K+].O.